The task is: Predict which catalyst facilitates the given reaction.. This data is from Catalyst prediction with 721,799 reactions and 888 catalyst types from USPTO. (1) Reactant: [NH2:1][C:2]1[CH:3]=[C:4]([C:8]2[S:12][C:11]([C:13]3[CH:22]=[C:21]4[C:16]([CH2:17][CH2:18][NH:19][C:20]4=[O:23])=[CH:15][CH:14]=3)=[CH:10][CH:9]=2)[CH:5]=[N:6][CH:7]=1.[F:24][C:25]1[CH:30]=[C:29]([F:31])[CH:28]=[CH:27][C:26]=1[S:32](Cl)(=[O:34])=[O:33]. Product: [F:24][C:25]1[CH:30]=[C:29]([F:31])[CH:28]=[CH:27][C:26]=1[S:32]([NH:1][C:2]1[CH:7]=[N:6][CH:5]=[C:4]([C:8]2[S:12][C:11]([C:13]3[CH:22]=[C:21]4[C:16]([CH2:17][CH2:18][NH:19][C:20]4=[O:23])=[CH:15][CH:14]=3)=[CH:10][CH:9]=2)[CH:3]=1)(=[O:34])=[O:33]. The catalyst class is: 100. (2) Reactant: [OH-].[Na+].[CH2:3]([O:5][C:6]1[CH:11]=[C:10]([CH2:12][N:13]2[CH2:16][C:15]3([CH2:20][C:19]([N:21]4[CH2:26][CH2:25][C:24]([CH3:32])([C:27]([O:29]CC)=[O:28])[CH2:23][CH2:22]4)=[N:18][O:17]3)[CH2:14]2)[CH:9]=[C:8]([O:33][CH2:34][CH3:35])[C:7]=1[C:36]1[CH:41]=[CH:40][C:39]([F:42])=[C:38]([F:43])[CH:37]=1)[CH3:4]. Product: [CH2:34]([O:33][C:8]1[CH:9]=[C:10]([CH2:12][N:13]2[CH2:16][C:15]3([CH2:20][C:19]([N:21]4[CH2:22][CH2:23][C:24]([CH3:32])([C:27]([OH:29])=[O:28])[CH2:25][CH2:26]4)=[N:18][O:17]3)[CH2:14]2)[CH:11]=[C:6]([O:5][CH2:3][CH3:4])[C:7]=1[C:36]1[CH:41]=[CH:40][C:39]([F:42])=[C:38]([F:43])[CH:37]=1)[CH3:35]. The catalyst class is: 8. (3) Reactant: C(O[C:4]([C:6]1[N:7]=[C:8]([C:25]#[N:26])[C:9]2[C:14]([C:15]=1[OH:16])=[CH:13][CH:12]=[C:11]([O:17][CH2:18][C:19]1[CH:24]=[CH:23][CH:22]=[CH:21][CH:20]=1)[CH:10]=2)=[O:5])C.[NH2:27][C:28]([CH3:34])([CH3:33])[CH2:29][C:30]([OH:32])=[O:31].C[O-].[Na+]. Product: [CH2:18]([O:17][C:11]1[CH:10]=[C:9]2[C:14]([C:15]([OH:16])=[C:6]([C:4]([NH:27][C:28]([CH3:34])([CH3:33])[CH2:29][C:30]([OH:32])=[O:31])=[O:5])[N:7]=[C:8]2[C:25]#[N:26])=[CH:13][CH:12]=1)[C:19]1[CH:24]=[CH:23][CH:22]=[CH:21][CH:20]=1. The catalyst class is: 18. (4) Reactant: C(N1C=CN=C1)(N1C=CN=C1)=O.[C:13]([C:21]1[CH:29]=[CH:28][C:24]([C:25]([OH:27])=O)=[CH:23][CH:22]=1)(=[O:20])[C:14]1[CH:19]=[CH:18][CH:17]=[CH:16][CH:15]=1.[CH3:30][O:31][C:32](=[O:52])[C@@H:33]([N:39]1[C:51]2[CH:50]=[CH:49][CH:48]=[CH:47][C:46]=2[C:45]2[C:40]1=[CH:41][CH:42]=[CH:43][CH:44]=2)[CH2:34][CH2:35][CH2:36][CH2:37][NH2:38]. Product: [CH3:30][O:31][C:32](=[O:52])[C@@H:33]([N:39]1[C:40]2[CH:41]=[CH:42][CH:43]=[CH:44][C:45]=2[C:46]2[C:51]1=[CH:50][CH:49]=[CH:48][CH:47]=2)[CH2:34][CH2:35][CH2:36][CH2:37][NH:38][C:25](=[O:27])[C:24]1[CH:23]=[CH:22][C:21]([C:13](=[O:20])[C:14]2[CH:15]=[CH:16][CH:17]=[CH:18][CH:19]=2)=[CH:29][CH:28]=1. The catalyst class is: 1. (5) Reactant: [C:1](=[O:30])([O-:29])[O:2][CH:3]([N:5]1[C:9]2[CH:10]=[CH:11][CH:12]=[CH:13][C:8]=2[N:7]=[C:6]1[S:14][CH2:15][C:16]1[C:21]([CH3:22])=[C:20]([O:23][CH2:24][C:25]([F:28])([F:27])[F:26])[CH:19]=[CH:18][N:17]=1)[CH3:4].ClC1C=[C:34]([CH:39]=[CH:40][CH:41]=1)[C:35](OO)=O.[OH2:42]. Product: [C:1](=[O:29])([O:2][CH:3]([N:5]1[C:9]2[CH:10]=[CH:11][CH:12]=[CH:13][C:8]=2[N:7]=[C:6]1[S:14]([CH2:15][C:16]1[C:21]([CH3:22])=[C:20]([O:23][CH2:24][C:25]([F:28])([F:27])[F:26])[CH:19]=[CH:18][N:17]=1)=[O:42])[CH3:4])[O:30][CH:35]1[CH2:34][CH2:39][CH2:40][CH2:41]1. The catalyst class is: 11. (6) Reactant: [CH:1](=O)[C:2]1[CH:12]=[C:9]([O:10][CH3:11])[C:7]([OH:8])=[C:4]([O:5][CH3:6])[CH:3]=1.[NH2:14][CH2:15][CH2:16][SH:17].Cl.C([O-])(=O)C.[Na+]. Product: [CH3:11][O:10][C:9]1[CH:12]=[C:2]([CH:1]2[NH:14][CH2:15][CH2:16][S:17]2)[CH:3]=[C:4]([O:5][CH3:6])[C:7]=1[OH:8]. The catalyst class is: 97. (7) Reactant: Cl.[CH3:2][C:3]1[N:7]([C:8]2[CH:26]=[CH:25][C:11]([O:12][C@H:13]3[CH2:17][CH2:16][N:15]([CH:18]4[CH2:23][CH2:22][NH:21][CH2:20][CH2:19]4)[C:14]3=[O:24])=[CH:10][CH:9]=2)[N:6]=[N:5][N:4]=1.CCN(C(C)C)C(C)C.Cl[C:37]1[N:42]=[CH:41][C:40]([CH2:43][CH3:44])=[CH:39][N:38]=1.O. Product: [CH2:43]([C:40]1[CH:39]=[N:38][C:37]([N:21]2[CH2:20][CH2:19][CH:18]([N:15]3[CH2:16][CH2:17][C@H:13]([O:12][C:11]4[CH:10]=[CH:9][C:8]([N:7]5[C:3]([CH3:2])=[N:4][N:5]=[N:6]5)=[CH:26][CH:25]=4)[C:14]3=[O:24])[CH2:23][CH2:22]2)=[N:42][CH:41]=1)[CH3:44]. The catalyst class is: 31. (8) The catalyst class is: 115. Product: [NH2:7][CH2:6][C:1]1([CH2:8][NH:9][CH2:20][C:21]([NH:23][C:24]2[CH:29]=[CH:28][C:27]([O:30][C:31]3[CH:36]=[CH:35][CH:34]=[CH:33][CH:32]=3)=[CH:26][CH:25]=2)=[O:22])[CH2:5][CH2:4][CH2:3][CH2:2]1. Reactant: [C:1]1([CH2:8][NH2:9])([CH2:6][NH2:7])[CH2:5][CH2:4][CH2:3][CH2:2]1.CCN(C(C)C)C(C)C.Br[CH2:20][C:21]([NH:23][C:24]1[CH:29]=[CH:28][C:27]([O:30][C:31]2[CH:36]=[CH:35][CH:34]=[CH:33][CH:32]=2)=[CH:26][CH:25]=1)=[O:22].C(=O)([O-])[O-].[K+].[K+]. (9) Product: [CH3:26][C@H:21]1[O:22][C@@H:23]([CH3:25])[CH2:24][N:19]([C:9]2[C:8]([CH2:7][OH:6])=[CH:13][C:12]3[C:14]([CH3:15])=[N:42][S:44][C:46]=3[C:10]=2[F:18])[CH2:20]1. The catalyst class is: 6. Reactant: C([SiH2][O:6][C:7](C1C=CC=CC=1)(C1C=CC=CC=1)[C:8]1[C:9]([N:19]2[CH2:24][C@H:23]([CH3:25])[O:22][C@H:21]([CH3:26])[CH2:20]2)=[C:10]([F:18])C(F)=[C:12]([C:14](=O)[CH3:15])[CH:13]=1)(C)(C)C.[S].[I-].[K+].[NH3:42].C[S:44]([CH3:46])=O. (10) Reactant: [I:1][C:2]1[N:3]=[CH:4][NH:5][CH:6]=1.[H-].[Na+].FC(F)(F)S(O[CH2:15][C:16]([F:19])([F:18])[F:17])(=O)=O.O. Product: [I:1][C:2]1[N:3]([CH2:15][C:16]([F:19])([F:18])[F:17])[CH:4]=[N:5][CH:6]=1. The catalyst class is: 1.